From a dataset of Catalyst prediction with 721,799 reactions and 888 catalyst types from USPTO. Predict which catalyst facilitates the given reaction. (1) Product: [F:45][C:43]1[CH:42]=[C:35]([CH:34]=[C:33]([C:27]2[C:26]3[N:25]=[C:17]([C:16]4[C:10]5[C:11](=[CH:12][N:13]=[C:8]([C:3]6[CH:4]=[N:5][CH:6]=[CH:7][C:2]=6[CH3:1])[CH:9]=5)[NH:14][N:15]=4)[NH:32][C:31]=3[CH:30]=[CH:29][N:28]=2)[CH:44]=1)[CH2:36][NH:37][S:38]([CH3:41])(=[O:40])=[O:39]. Reactant: [CH3:1][C:2]1[CH:7]=[CH:6][N:5]=[CH:4][C:3]=1[C:8]1[CH:9]=[C:10]2[C:16]([CH:17]=O)=[N:15][N:14](C3CCCCO3)[C:11]2=[CH:12][N:13]=1.[NH2:25][C:26]1[C:27]([C:33]2[CH:34]=[C:35]([CH:42]=[C:43]([F:45])[CH:44]=2)[CH2:36][NH:37][S:38]([CH3:41])(=[O:40])=[O:39])=[N:28][CH:29]=[CH:30][C:31]=1[NH2:32]. The catalyst class is: 3. (2) Reactant: [C:1]([C:5]1[CH:6]=[C:7]2[C:12](=[C:13]([F:15])[CH:14]=1)[C:11](=[O:16])[N:10]([C:17]1[N:24]=[CH:23][CH:22]=[C:21](Cl)[C:18]=1[CH:19]=[O:20])[N:9]=[CH:8]2)([CH3:4])([CH3:3])[CH3:2].[CH3:26][N:27]1[CH:32]=[C:31](B2OC(C)(C)C(C)(C)O2)[CH:30]=[C:29]([NH:42][C:43]2[CH:48]=[CH:47][N:46]=[CH:45][N:44]=2)[C:28]1=[O:49].[O-]P([O-])([O-])=O.[K+].[K+].[K+].C(#N)C. Product: [C:1]([C:5]1[CH:6]=[C:7]2[C:12](=[C:13]([F:15])[CH:14]=1)[C:11](=[O:16])[N:10]([C:17]1[N:24]=[CH:23][CH:22]=[C:21]([C:31]3[CH:30]=[C:29]([NH:42][C:43]4[CH:48]=[CH:47][N:46]=[CH:45][N:44]=4)[C:28](=[O:49])[N:27]([CH3:26])[CH:32]=3)[C:18]=1[CH:19]=[O:20])[N:9]=[CH:8]2)([CH3:4])([CH3:3])[CH3:2]. The catalyst class is: 263. (3) Reactant: Br[C:2]1[CH:7]=[CH:6][C:5]([C:8]2([C:11]3[N:15]4[CH2:16][CH2:17][S:18][C:19]([CH2:22][O:23][Si:24]([C:27]([CH3:30])([CH3:29])[CH3:28])([CH3:26])[CH3:25])([CH3:21])[CH2:20][C:14]4=[N:13][N:12]=3)[CH2:10][CH2:9]2)=[C:4]([F:31])[CH:3]=1.[CH3:32][N:33]1[CH:37]=[C:36](B2OC(C)(C)C(C)(C)O2)[CH:35]=[N:34]1.C(=O)([O-])[O-].[K+].[K+]. Product: [Si:24]([O:23][CH2:22][C:19]1([CH3:21])[S:18][CH2:17][CH2:16][N:15]2[C:11]([C:8]3([C:5]4[CH:6]=[CH:7][C:2]([C:36]5[CH:35]=[N:34][N:33]([CH3:32])[CH:37]=5)=[CH:3][C:4]=4[F:31])[CH2:10][CH2:9]3)=[N:12][N:13]=[C:14]2[CH2:20]1)([C:27]([CH3:30])([CH3:29])[CH3:28])([CH3:26])[CH3:25]. The catalyst class is: 108.